From a dataset of Full USPTO retrosynthesis dataset with 1.9M reactions from patents (1976-2016). Predict the reactants needed to synthesize the given product. Given the product [Br:1][C:2]1[CH:7]=[CH:6][C:5]([CH2:8][NH:9][C:11](=[O:12])[O:13][C:14]([CH3:17])([CH3:16])[CH3:15])=[C:4]([F:10])[CH:3]=1, predict the reactants needed to synthesize it. The reactants are: [Br:1][C:2]1[CH:7]=[CH:6][C:5]([CH2:8][NH2:9])=[C:4]([F:10])[CH:3]=1.[C:11](O[C:11]([O:13][C:14]([CH3:17])([CH3:16])[CH3:15])=[O:12])([O:13][C:14]([CH3:17])([CH3:16])[CH3:15])=[O:12].C(N(CC)CC)C.O.